From a dataset of Full USPTO retrosynthesis dataset with 1.9M reactions from patents (1976-2016). Predict the reactants needed to synthesize the given product. (1) Given the product [CH2:28]([O:27][C:20]1[N:21]=[C:17]2[N:16]=[C:15]([CH3:26])[CH:14]=[C:13]([NH:12][C:4]3[CH:5]=[CH:6][C:7]([C:8]([F:11])([F:10])[F:9])=[C:2]([F:1])[CH:3]=3)[N:18]2[N:19]=1)[CH3:29], predict the reactants needed to synthesize it. The reactants are: [F:1][C:2]1[CH:3]=[C:4]([NH:12][C:13]2[N:18]3[N:19]=[C:20](S(C)(=O)=O)[N:21]=[C:17]3[N:16]=[C:15]([CH3:26])[CH:14]=2)[CH:5]=[CH:6][C:7]=1[C:8]([F:11])([F:10])[F:9].[O-:27][CH2:28][CH3:29].[Na+]. (2) Given the product [CH2:35]([O:37][C:38]([C:40]1[C:44]([C:45](=[O:46])[NH:33][C:31]2[CH:30]=[CH:29][N:28]3[CH:34]=[C:25]([C:19]4[CH:20]=[CH:21][CH:22]=[CH:23][CH:24]=4)[N:26]=[C:27]3[N:32]=2)=[CH:43][N:42]([CH3:48])[N:41]=1)=[O:39])[CH3:36], predict the reactants needed to synthesize it. The reactants are: CCCP1(OP(CCC)(=O)OP(CCC)(=O)O1)=O.[C:19]1([C:25]2[N:26]=[C:27]3[N:32]=[C:31]([NH2:33])[CH:30]=[CH:29][N:28]3[CH:34]=2)[CH:24]=[CH:23][CH:22]=[CH:21][CH:20]=1.[CH2:35]([O:37][C:38]([C:40]1[C:44]([C:45](O)=[O:46])=[CH:43][N:42]([CH3:48])[N:41]=1)=[O:39])[CH3:36].C(C(N(C(C)C)C(C)C)C)C.